Dataset: Reaction yield outcomes from USPTO patents with 853,638 reactions. Task: Predict the reaction yield, written as a fraction of the theoretical maximum amount of product (1.0 means a 100% yield; for example, 0.34 means a 34% yield). (1) The reactants are [C:1]1([C:7]2[N:8]=[C:9]([C:12]3([CH2:18][NH2:19])[CH2:17][CH2:16][O:15][CH2:14][CH2:13]3)[S:10][CH:11]=2)[CH:6]=[CH:5][CH:4]=[CH:3][CH:2]=1.[C:20]([C:22]1[CH:23]=[C:24]([CH:28]=[CH:29][CH:30]=1)[C:25](O)=[O:26])#[N:21]. No catalyst specified. The product is [C:20]([C:22]1[CH:23]=[C:24]([CH:28]=[CH:29][CH:30]=1)[C:25]([NH:19][CH2:18][C:12]1([C:9]2[S:10][CH:11]=[C:7]([C:1]3[CH:2]=[CH:3][CH:4]=[CH:5][CH:6]=3)[N:8]=2)[CH2:13][CH2:14][O:15][CH2:16][CH2:17]1)=[O:26])#[N:21]. The yield is 0.890. (2) The catalyst is C(#N)C. The product is [C:1]([NH:4][C:5]1[N:14]=[C:13]([C:26]2[N:25]=[CH:24][NH:23][N:22]=2)[C:12]2[C:7](=[N:8][CH:9]=[C:10]([C:15]3[CH:20]=[CH:19][C:18]([F:21])=[CH:17][CH:16]=3)[N:11]=2)[N:6]=1)(=[O:3])[CH3:2]. The reactants are [C:1]([NH:4][C:5]1[N:14]=[CH:13][C:12]2[C:7](=[N:8][CH:9]=[C:10]([C:15]3[CH:20]=[CH:19][C:18]([F:21])=[CH:17][CH:16]=3)[N:11]=2)[N:6]=1)(=[O:3])[CH3:2].[NH:22]1[CH:26]=[N:25][CH:24]=[N:23]1.C(N(C(C)C)CC)(C)C.P(Cl)(Cl)(Cl)=O. The yield is 0.800.